From a dataset of Catalyst prediction with 721,799 reactions and 888 catalyst types from USPTO. Predict which catalyst facilitates the given reaction. (1) Reactant: C([N:8]1[CH2:12][CH2:11][CH:10]([CH:13]([C:18]2[O:19][C:20]([S:23]([CH3:26])(=[O:25])=[O:24])=[CH:21][CH:22]=2)[O:14]COC)[CH2:9]1)C1C=CC=CC=1.[Cl:27]C(OC(Cl)C)=O. Product: [CH3:26][S:23]([C:20]1[O:19][C:18]([CH:13]([CH:10]2[CH2:11][CH2:12][NH:8][CH2:9]2)[OH:14])=[CH:22][CH:21]=1)(=[O:24])=[O:25].[ClH:27]. The catalyst class is: 2. (2) Reactant: [NH4+].[Cl-].[In].[CH2:4]([C:6]1[CH:15]=[N:14][C:13]2[C:8](=[CH:9][CH:10]=[CH:11][CH:12]=2)[N:7]=1)[CH3:5]. The catalyst class is: 88. Product: [CH2:4]([CH:6]1[CH2:15][NH:14][C:13]2[C:8](=[CH:9][CH:10]=[CH:11][CH:12]=2)[NH:7]1)[CH3:5]. (3) Reactant: I[C:2]1[CH:3]=[N:4][CH:5]=[CH:6][C:7]=1[NH:8][C:9](=[O:15])[O:10][C:11]([CH3:14])([CH3:13])[CH3:12].[Cl:16][C:17]1[C:22](B(O)O)=[CH:21][CH:20]=[C:19]([Cl:26])[N:18]=1.C1(P(C2C=CC=CC=2)C2C=CC=CC=2)C=CC=CC=1.C(N(CC)CC)C. Product: [Cl:16][C:17]1[C:22]([C:2]2[CH:3]=[N:4][CH:5]=[CH:6][C:7]=2[NH:8][C:9](=[O:15])[O:10][C:11]([CH3:14])([CH3:13])[CH3:12])=[CH:21][CH:20]=[C:19]([Cl:26])[N:18]=1. The catalyst class is: 416. (4) Reactant: B.CSC.[NH:5]1[C:13]2[C:8](=[C:9]([N:14]3[CH2:19][CH2:18][N:17]([C:20]([CH:22]4[CH2:31][CH2:30][C:29]5[C:24](=[CH:25][CH:26]=[CH:27][CH:28]=5)[NH:23]4)=O)[CH2:16][CH2:15]3)[CH:10]=[CH:11][CH:12]=2)[CH:7]=[CH:6]1. Product: [NH:5]1[C:13]2[C:8](=[C:9]([N:14]3[CH2:19][CH2:18][N:17]([CH2:20][CH:22]4[CH2:31][CH2:30][C:29]5[C:24](=[CH:25][CH:26]=[CH:27][CH:28]=5)[NH:23]4)[CH2:16][CH2:15]3)[CH:10]=[CH:11][CH:12]=2)[CH:7]=[CH:6]1. The catalyst class is: 683. (5) Reactant: [C:1]([O:5][C:6]([NH:8][C@H:9]1[CH2:14][CH2:13][C@H:12]([C:15]([OH:17])=O)[CH2:11][CH2:10]1)=[O:7])([CH3:4])([CH3:3])[CH3:2].[CH3:18][CH:19]([N:21]1[CH2:26][CH2:25][NH:24][CH2:23][CH2:22]1)[CH3:20].CN(C(ON1N=NC2C=CC=CC1=2)=[N+](C)C)C.[B-](F)(F)(F)F.CCN(CC)CC. Product: [C:1]([O:5][C:6](=[O:7])[NH:8][C@H:9]1[CH2:10][CH2:11][C@H:12]([C:15]([N:24]2[CH2:25][CH2:26][N:21]([CH:19]([CH3:20])[CH3:18])[CH2:22][CH2:23]2)=[O:17])[CH2:13][CH2:14]1)([CH3:2])([CH3:3])[CH3:4]. The catalyst class is: 3.